From a dataset of Reaction yield outcomes from USPTO patents with 853,638 reactions. Predict the reaction yield, written as a fraction of the theoretical maximum amount of product (1.0 means a 100% yield; for example, 0.34 means a 34% yield). The yield is 0.860. The product is [NH:20]([C:2]1[CH:7]=[CH:6][C:5]([S:8]([CH3:11])(=[O:10])=[O:9])=[CH:4][N:3]=1)[NH2:21]. The catalyst is O. The reactants are Br[C:2]1[CH:7]=[CH:6][C:5]([S:8]([CH3:11])(=[O:10])=[O:9])=[CH:4][N:3]=1.C(N(CC)CC)C.O.[NH2:20][NH2:21].